This data is from Forward reaction prediction with 1.9M reactions from USPTO patents (1976-2016). The task is: Predict the product of the given reaction. (1) Given the reactants C(N(CC)CC)C.[C:8]1([S:14](Cl)(=[O:16])=[O:15])[CH:13]=[CH:12][CH:11]=[CH:10][CH:9]=1.[CH2:18]([N:25]1[C:29]2([CH2:34][CH2:33][NH:32][CH2:31][CH2:30]2)[NH:28][CH:27]([CH2:35][C:36]2[CH:41]=[CH:40][CH:39]=[CH:38][CH:37]=2)[C:26]1=[O:42])[C:19]1[CH:24]=[CH:23][CH:22]=[CH:21][CH:20]=1.C(=O)([O-])[O-].[Na+].[Na+], predict the reaction product. The product is: [C:8]1([S:14]([N:32]2[CH2:33][CH2:34][C:29]3([N:25]([CH2:18][C:19]4[CH:24]=[CH:23][CH:22]=[CH:21][CH:20]=4)[C:26](=[O:42])[CH:27]([CH2:35][C:36]4[CH:41]=[CH:40][CH:39]=[CH:38][CH:37]=4)[NH:28]3)[CH2:30][CH2:31]2)(=[O:16])=[O:15])[CH:13]=[CH:12][CH:11]=[CH:10][CH:9]=1. (2) Given the reactants [NH2:1][C@H:2]1[CH2:7][CH2:6][CH2:5][CH2:4][C@@H:3]1[CH2:8][C:9]#[N:10].[Na].O=[C:13]1[CH2:18][CH2:17][N:16]([C:19]([O:21][C:22]([CH3:25])([CH3:24])[CH3:23])=[O:20])[CH2:15][CH2:14]1.C([BH3-])#N.[Na+], predict the reaction product. The product is: [C:9]([CH2:8][C@H:3]1[CH2:4][CH2:5][CH2:6][CH2:7][C@@H:2]1[NH:1][CH:13]1[CH2:18][CH2:17][N:16]([C:19]([O:21][C:22]([CH3:25])([CH3:24])[CH3:23])=[O:20])[CH2:15][CH2:14]1)#[N:10]. (3) Given the reactants [CH3:1][O:2][N:3]=[C:4]([C:9]1[CH:14]=[CH:13][CH:12]=[CH:11][C:10]=1[OH:15])[CH2:5][N+:6]([O-])=[O:7].C(=O)(O)[O-].[Na+], predict the reaction product. The product is: [CH3:1][O:2][N:3]=[C:4]1[C:9]2[CH:14]=[CH:13][CH:12]=[CH:11][C:10]=2[O:15][C:5]1=[N:6][OH:7]. (4) Given the reactants [O:1]=[C:2]([OH:13])[C@@H:3]([C@H:5]([C@@H:7]([C@@H:9]([CH2:11][OH:12])[OH:10])[OH:8])[OH:6])[OH:4].O=C[C@@H]([C@H]([C@@H]([C@@H](CO)O)O)O)O.[O-2].[Ca+2:27], predict the reaction product. The product is: [O:1]=[CH:2][C@@H:3]([C@H:5]([C@@H:7]([C@@H:9]([CH2:11][OH:12])[OH:10])[OH:8])[OH:6])[OH:4].[Ca:27].[O:1]=[C:2]([OH:13])[C@@H:3]([C@H:5]([C@@H:7]([C@@H:9]([CH2:11][OH:12])[OH:10])[OH:8])[OH:6])[OH:4]. (5) Given the reactants [F:1][C:2]1[CH:17]=[CH:16][C:5]([C:6]([N:8]2[CH2:12][CH2:11][CH:10]([C:13]#[N:14])[C:9]2=[O:15])=[O:7])=[CH:4][CH:3]=1.[H-].[Na+].I[CH:21]([CH3:23])[CH3:22].C(O)(=O)CC(CC(O)=O)(C(O)=O)O, predict the reaction product. The product is: [F:1][C:2]1[CH:17]=[CH:16][C:5]([C:6]([N:8]2[CH2:12][CH2:11][C:10]([CH:21]([CH3:23])[CH3:22])([C:13]#[N:14])[C:9]2=[O:15])=[O:7])=[CH:4][CH:3]=1. (6) Given the reactants [Cl:1][C:2]1[CH:3]=[C:4]([C:10]2([C:28]([F:31])([F:30])[F:29])[O:14][N:13]=[C:12]([C:15]3[CH:20]=[CH:19][C:18]([N:21]4[CH2:24][CH:23]([C:25]([OH:27])=O)[CH2:22]4)=[CH:17][CH:16]=3)[CH2:11]2)[CH:5]=[C:6]([Cl:9])[C:7]=1[Cl:8].C1C=C[C:35]2N(O)N=[N:38][C:36]=2[CH:37]=1.CCN(C(C)C)C(C)C.CCN=C=NCCCN(C)C.Cl.Cl.C1(N)CC1, predict the reaction product. The product is: [CH:36]1([NH:38][C:25]([CH:23]2[CH2:22][N:21]([C:18]3[CH:19]=[CH:20][C:15]([C:12]4[CH2:11][C:10]([C:4]5[CH:5]=[C:6]([Cl:9])[C:7]([Cl:8])=[C:2]([Cl:1])[CH:3]=5)([C:28]([F:30])([F:31])[F:29])[O:14][N:13]=4)=[CH:16][CH:17]=3)[CH2:24]2)=[O:27])[CH2:37][CH2:35]1. (7) Given the reactants [Cl:1][C:2]1[C:7]([O:8][CH3:9])=[CH:6][C:5]([O:10][CH3:11])=[C:4]([Cl:12])[C:3]=1[C:13]1[N:18]=[CH:17][C:16]2[C:19](I)=[N:20][NH:21][C:15]=2[CH:14]=1.[CH3:23][N:24]([CH3:45])[C:25](=[O:44])[CH2:26][O:27][C:28]1[CH:33]=[CH:32][C:31](B2OC(C)(C)C(C)(C)O2)=[CH:30][C:29]=1[CH3:43], predict the reaction product. The product is: [Cl:1][C:2]1[C:7]([O:8][CH3:9])=[CH:6][C:5]([O:10][CH3:11])=[C:4]([Cl:12])[C:3]=1[C:13]1[N:18]=[CH:17][C:16]2[C:19]([C:31]3[CH:32]=[CH:33][C:28]([O:27][CH2:26][C:25]([N:24]([CH3:23])[CH3:45])=[O:44])=[C:29]([CH3:43])[CH:30]=3)=[N:20][NH:21][C:15]=2[CH:14]=1. (8) Given the reactants [Cl-].O[NH3+:3].[C:4](=[O:7])([O-])[OH:5].[Na+].CS(C)=O.[CH2:13]([C:15]1[N:16]([C:40]2[CH:41]=[N:42][C:43]([O:46][CH:47]([CH3:49])[CH3:48])=[CH:44][CH:45]=2)[C:17](=[O:39])[C:18]([CH2:24][C:25]2[CH:30]=[CH:29][C:28]([C:31]3[C:32]([C:37]#[N:38])=[CH:33][CH:34]=[CH:35][CH:36]=3)=[CH:27][CH:26]=2)=[C:19]([CH2:21][CH2:22][CH3:23])[N:20]=1)[CH3:14], predict the reaction product. The product is: [CH2:13]([C:15]1[N:16]([C:40]2[CH:41]=[N:42][C:43]([O:46][CH:47]([CH3:49])[CH3:48])=[CH:44][CH:45]=2)[C:17](=[O:39])[C:18]([CH2:24][C:25]2[CH:26]=[CH:27][C:28]([C:31]3[CH:36]=[CH:35][CH:34]=[CH:33][C:32]=3[C:37]3[NH:3][C:4](=[O:7])[O:5][N:38]=3)=[CH:29][CH:30]=2)=[C:19]([CH2:21][CH2:22][CH3:23])[N:20]=1)[CH3:14].